This data is from Peptide-MHC class I binding affinity with 185,985 pairs from IEDB/IMGT. The task is: Regression. Given a peptide amino acid sequence and an MHC pseudo amino acid sequence, predict their binding affinity value. This is MHC class I binding data. The peptide sequence is TLLCLIPTA. The MHC is HLA-A02:01 with pseudo-sequence HLA-A02:01. The binding affinity (normalized) is 0.838.